This data is from CYP2C19 inhibition data for predicting drug metabolism from PubChem BioAssay. The task is: Regression/Classification. Given a drug SMILES string, predict its absorption, distribution, metabolism, or excretion properties. Task type varies by dataset: regression for continuous measurements (e.g., permeability, clearance, half-life) or binary classification for categorical outcomes (e.g., BBB penetration, CYP inhibition). Dataset: cyp2c19_veith. (1) The molecule is OC(CNCc1ccc(F)cc1)(c1ccc(F)cc1)c1ccc(F)cc1. The result is 1 (inhibitor). (2) The molecule is COC(=O)[C@@H]1C[C@H]1[C@@H](NS(=O)(=O)c1ccccc1)c1ccccc1. The result is 1 (inhibitor).